Dataset: Full USPTO retrosynthesis dataset with 1.9M reactions from patents (1976-2016). Task: Predict the reactants needed to synthesize the given product. (1) Given the product [N:21]1[CH:26]=[CH:25][CH:24]=[CH:23][C:22]=1[NH:27][C:12](=[O:14])[CH:11]([N:7]1[C:8]2[C:4](=[CH:3][C:2]([Br:1])=[CH:10][CH:9]=2)[C:5](=[O:20])[C:6]1=[O:19])[CH2:15][CH:16]([CH3:18])[CH3:17], predict the reactants needed to synthesize it. The reactants are: [Br:1][C:2]1[CH:3]=[C:4]2[C:8](=[CH:9][CH:10]=1)[N:7]([CH:11]([CH2:15][CH:16]([CH3:18])[CH3:17])[C:12]([OH:14])=O)[C:6](=[O:19])[C:5]2=[O:20].[N:21]1[CH:26]=[CH:25][CH:24]=[CH:23][C:22]=1[NH2:27].C(N(CC)C(C)C)(C)C.F[P-](F)(F)(F)(F)F.N1(O[P+](N(C)C)(N(C)C)N(C)C)C2C=CC=CC=2N=N1. (2) Given the product [Si:15]([O:6][C:7]1[CH:14]=[CH:13][C:10]([CH:11]=[O:12])=[CH:9][CH:8]=1)([C:18]([CH3:21])([CH3:20])[CH3:19])([CH3:17])[CH3:16], predict the reactants needed to synthesize it. The reactants are: N1C=CN=C1.[OH:6][C:7]1[CH:14]=[CH:13][C:10]([CH:11]=[O:12])=[CH:9][CH:8]=1.[Si:15](Cl)([C:18]([CH3:21])([CH3:20])[CH3:19])([CH3:17])[CH3:16].O. (3) Given the product [F:49][C:47]1[CH:46]=[C:28]([CH2:29][N:30]2[CH2:35][CH2:34][N:33]([C:36](=[O:37])[C:38]3[CH:43]=[CH:42][CH:41]=[C:40]([F:44])[CH:39]=3)[C@@H:32]([CH3:45])[CH2:31]2)[C:27]([CH3:50])=[C:26]([NH:25][C:6](=[O:8])[C:5]2[CH:9]=[CH:10][C:2]([CH3:1])=[N:3][CH:4]=2)[CH:48]=1, predict the reactants needed to synthesize it. The reactants are: [CH3:1][C:2]1[CH:10]=[CH:9][C:5]([C:6]([OH:8])=O)=[CH:4][N:3]=1.C1C=CC2N(O)N=NC=2C=1.C(Cl)CCl.[NH2:25][C:26]1[C:27]([CH3:50])=[C:28]([CH:46]=[C:47]([F:49])[CH:48]=1)[CH2:29][N:30]1[CH2:35][CH2:34][N:33]([C:36]([C:38]2[CH:43]=[CH:42][CH:41]=[C:40]([F:44])[CH:39]=2)=[O:37])[C@@H:32]([CH3:45])[CH2:31]1. (4) Given the product [Br:27][C:28]1[CH:37]=[CH:36][C:31]([C:32]([O:34][CH3:35])=[O:33])=[C:30]([CH2:38][N:11]2[C:10](=[O:13])[N:9]([CH2:14][CH:15]([OH:20])[C:16]([F:18])([F:19])[F:17])[C:8]([C:5]3[CH:6]=[CH:7][C:2]([Cl:1])=[CH:3][CH:4]=3)=[N:12]2)[CH:29]=1, predict the reactants needed to synthesize it. The reactants are: [Cl:1][C:2]1[CH:7]=[CH:6][C:5]([C:8]2[N:9]([CH2:14][CH:15]([OH:20])[C:16]([F:19])([F:18])[F:17])[C:10](=[O:13])[NH:11][N:12]=2)=[CH:4][CH:3]=1.C(=O)([O-])[O-].[Cs+].[Cs+].[Br:27][C:28]1[CH:37]=[CH:36][C:31]([C:32]([O:34][CH3:35])=[O:33])=[C:30]([CH2:38]Br)[CH:29]=1.